Predict the reactants needed to synthesize the given product. From a dataset of Full USPTO retrosynthesis dataset with 1.9M reactions from patents (1976-2016). (1) Given the product [C:30]([OH:37])(=[O:36])/[CH:31]=[CH:32]/[C:33]([OH:35])=[O:34].[CH3:23][O:22][C:4]1[C:3]([CH2:1][NH:27][CH3:26])=[CH:21][CH:20]=[CH:19][C:5]=1[O:6][C:7]1[CH:14]=[C:13]([C:15]([F:17])([F:16])[F:18])[CH:12]=[CH:11][C:8]=1[C:9]#[N:10], predict the reactants needed to synthesize it. The reactants are: [CH:1]([C:3]1[C:4]([O:22][CH3:23])=[C:5]([CH:19]=[CH:20][CH:21]=1)[O:6][C:7]1[CH:14]=[C:13]([C:15]([F:18])([F:17])[F:16])[CH:12]=[CH:11][C:8]=1[C:9]#[N:10])=O.CN.[C:26]([BH3-])#[N:27].[Na+].[C:30]([OH:37])(=[O:36])/[CH:31]=[CH:32]/[C:33]([OH:35])=[O:34]. (2) Given the product [ClH:33].[C:26]([O:29][CH2:30][C:31]([NH:1][C:2]1[CH:3]=[N:4][C:5]2[C:10]([C:11]=1[NH:12][CH2:13][C:14]([OH:16])([CH3:17])[CH3:15])=[CH:9][CH:8]=[C:7]([O:18][CH2:19][C:20]1[CH:25]=[CH:24][CH:23]=[CH:22][CH:21]=1)[CH:6]=2)=[O:32])(=[O:28])[CH3:27], predict the reactants needed to synthesize it. The reactants are: [NH2:1][C:2]1[CH:3]=[N:4][C:5]2[C:10]([C:11]=1[NH:12][CH2:13][C:14]([CH3:17])([OH:16])[CH3:15])=[CH:9][CH:8]=[C:7]([O:18][CH2:19][C:20]1[CH:25]=[CH:24][CH:23]=[CH:22][CH:21]=1)[CH:6]=2.[C:26]([O:29][CH2:30][C:31]([Cl:33])=[O:32])(=[O:28])[CH3:27]. (3) Given the product [Br:1][C:2]1[CH:7]=[CH:6][C:5]([NH:8][C:9]2[NH:17][C:16](=[O:43])[CH:15]=[CH:14][C:10]=2[C:11]([OH:13])=[O:12])=[C:4]([F:19])[CH:3]=1, predict the reactants needed to synthesize it. The reactants are: [Br:1][C:2]1[CH:7]=[CH:6][C:5]([NH:8][C:9]2[N:17]=[C:16](Cl)[CH:15]=[CH:14][C:10]=2[C:11]([OH:13])=[O:12])=[C:4]([F:19])[CH:3]=1.BrC1C=CC(N)=C(F)C=1.C[Si]([N-][Si](C)(C)C)(C)C.[Li+].ClC1N=C(Cl)C=CC=1C(O)=[O:43].